Dataset: Reaction yield outcomes from USPTO patents with 853,638 reactions. Task: Predict the reaction yield, written as a fraction of the theoretical maximum amount of product (1.0 means a 100% yield; for example, 0.34 means a 34% yield). The reactants are Br[C:2]1[CH:11]=[CH:10][C:5]([C:6]([O:8][CH3:9])=[O:7])=[CH:4][C:3]=1[CH3:12].CC1(C)C(C)(C)OB([C:21]2[CH:31]=[CH:30][CH:29]=[CH:28][C:22]=2[C:23]([O:25][CH2:26][CH3:27])=[O:24])O1.C1(C)C=CC=CC=1.P([O-])([O-])([O-])=O.[K+].[K+].[K+]. The catalyst is C1C=CC([P]([Pd]([P](C2C=CC=CC=2)(C2C=CC=CC=2)C2C=CC=CC=2)([P](C2C=CC=CC=2)(C2C=CC=CC=2)C2C=CC=CC=2)[P](C2C=CC=CC=2)(C2C=CC=CC=2)C2C=CC=CC=2)(C2C=CC=CC=2)C2C=CC=CC=2)=CC=1.O. The product is [CH3:12][C:3]1[CH:4]=[C:5]([C:6]([O:8][CH3:9])=[O:7])[CH:10]=[CH:11][C:2]=1[C:21]1[C:22]([C:23]([O:25][CH2:26][CH3:27])=[O:24])=[CH:28][CH:29]=[CH:30][CH:31]=1. The yield is 0.810.